Dataset: Full USPTO retrosynthesis dataset with 1.9M reactions from patents (1976-2016). Task: Predict the reactants needed to synthesize the given product. (1) Given the product [NH2:32][C:28]1[CH:27]=[C:26]([C:18]2[CH:19]=[C:20]3[C:15](=[CH:16][N:17]=2)[CH2:14][N:13]([C:3]2[C:2]([F:1])=[C:7]([O:8][CH3:9])[CH:6]=[C:5]([O:10][CH3:11])[C:4]=2[F:12])[C:22](=[O:23])[C:21]23[CH2:25][CH2:24]2)[CH:31]=[N:30][CH:29]=1, predict the reactants needed to synthesize it. The reactants are: [F:1][C:2]1[C:7]([O:8][CH3:9])=[CH:6][C:5]([O:10][CH3:11])=[C:4]([F:12])[C:3]=1[N:13]1[C:22](=[O:23])[C:21]2([CH2:25][CH2:24]2)[C:20]2[C:15](=[CH:16][N:17]=[C:18]([C:26]3[CH:27]=[C:28]([NH:32]C(=O)C)[CH:29]=[N:30][CH:31]=3)[CH:19]=2)[CH2:14]1.[OH-].[K+]. (2) Given the product [CH:43]1[C:42]2[N:41]([CH2:39][CH2:40][C:16]([N:21]([CH2:22][CH3:23])[CH2:19][CH3:20])=[O:17])[C:44]3[C:49](=[CH:48][CH:47]=[CH:46][CH:51]=3)[C:27]=2[CH:26]=[CH:25][CH:24]=1, predict the reactants needed to synthesize it. The reactants are: C1(CC[C:16](O)=[O:17])C2NC3C(=CC=CC=3)C=2C=CC=1.[CH2:19]([NH:21][CH2:22][CH3:23])[CH3:20].[CH:24]1(N=C=N[CH:25]2[CH2:24]CC[CH2:27][CH2:26]2)CC[CH2:27][CH2:26][CH2:25]1.[CH2:39]([N:41]([C:44]1[CH:49]=[CH:48][CH:47]=[CH:46]N=1)[CH2:42][CH3:43])[CH3:40].Cl[CH2:51]Cl. (3) Given the product [CH3:1][S:2]([O:6][CH:7]1[CH2:8][CH2:9][CH:10]([C:13]([O:15][CH2:16][CH3:17])=[O:14])[CH2:11][CH2:12]1)(=[O:4])=[O:3], predict the reactants needed to synthesize it. The reactants are: [CH3:1][S:2](Cl)(=[O:4])=[O:3].[OH:6][CH:7]1[CH2:12][CH2:11][CH:10]([C:13]([O:15][CH2:16][CH3:17])=[O:14])[CH2:9][CH2:8]1.C(N(CC)CC)C. (4) Given the product [CH:12]1([NH:17][C:2]2[N:7]3[N:8]=[C:9]([NH2:11])[N:10]=[C:6]3[CH:5]=[CH:4][CH:3]=2)[CH2:16][CH2:15][CH2:14][CH2:13]1, predict the reactants needed to synthesize it. The reactants are: Br[C:2]1[N:7]2[N:8]=[C:9]([NH2:11])[N:10]=[C:6]2[CH:5]=[CH:4][CH:3]=1.[CH:12]1([NH2:17])[CH2:16][CH2:15][CH2:14][CH2:13]1.